Predict the product of the given reaction. From a dataset of Forward reaction prediction with 1.9M reactions from USPTO patents (1976-2016). (1) Given the reactants [Br:1][C:2]1[CH:3]=[N:4][CH:5]=[C:6]([OH:8])[CH:7]=1.[H-].[Na+].Cl[CH2:12][C:13]1[CH:18]=[CH:17][C:16]([C:19]2[CH:24]=[C:23]([O:25][CH3:26])[CH:22]=[CH:21][C:20]=2[F:27])=[C:15]([C:28]([CH3:31])([CH3:30])[CH3:29])[CH:14]=1, predict the reaction product. The product is: [Br:1][C:2]1[CH:3]=[N:4][CH:5]=[C:6]([O:8][CH2:12][C:13]2[CH:18]=[CH:17][C:16]([C:19]3[CH:24]=[C:23]([O:25][CH3:26])[CH:22]=[CH:21][C:20]=3[F:27])=[C:15]([C:28]([CH3:31])([CH3:30])[CH3:29])[CH:14]=2)[CH:7]=1. (2) Given the reactants [H-].[Li+].[Al+3].[H-].[H-].[H-].[CH2:7]([N:10]1[CH:14]=[C:13]([C:15](OC)=[O:16])[N:12]=[N:11]1)[CH2:8][CH3:9].S([O-])([O-])(=O)=S.[Na+].[Na+], predict the reaction product. The product is: [OH:16][CH2:15][C:13]1[N:12]=[N:11][N:10]([CH2:7][CH2:8][CH3:9])[CH:14]=1. (3) Given the reactants I[C:2]1[CH:3]=[C:4]([N:11]2[CH:16]=[CH:15][C:14](=[O:17])[NH:13][C:12]2=[O:18])[CH:5]=[C:6]([I:10])[C:7]=1[O:8][CH3:9].Br[C:20]1[CH:21]=[C:22]2[C:27](=[CH:28][CH:29]=1)[CH:26]=[C:25]([NH:30][S:31]([CH3:34])(=[O:33])=[O:32])[CH:24]=[CH:23]2.C(=O)([O-])[O-].[Na+].[Na+], predict the reaction product. The product is: [O:18]=[C:12]1[NH:13][C:14](=[O:17])[CH:15]=[CH:16][N:11]1[C:4]1[CH:5]=[C:6]([I:10])[C:7]([O:8][CH3:9])=[C:2]([C:20]2[CH:21]=[C:22]3[C:27](=[CH:28][CH:29]=2)[CH:26]=[C:25]([NH:30][S:31]([CH3:34])(=[O:32])=[O:33])[CH:24]=[CH:23]3)[CH:3]=1.